This data is from Catalyst prediction with 721,799 reactions and 888 catalyst types from USPTO. The task is: Predict which catalyst facilitates the given reaction. (1) Reactant: [C:1]1([CH:7]2[CH2:16][CH2:15][C:14]3[C:9](=[CH:10][CH:11]=[C:12]([OH:17])[CH:13]=3)[O:8]2)[CH:6]=[CH:5][CH:4]=[CH:3][CH:2]=1.Br[C:19]1[CH:20]=[N:21][CH:22]=[CH:23][CH:24]=1.[OH-].[K+].[I-].[K+].Cl. Product: [C:1]1([CH:7]2[CH2:16][CH2:15][C:14]3[C:9](=[CH:10][CH:11]=[C:12]([O:17][C:19]4[CH:20]=[N:21][CH:22]=[CH:23][CH:24]=4)[CH:13]=3)[O:8]2)[CH:2]=[CH:3][CH:4]=[CH:5][CH:6]=1. The catalyst class is: 16. (2) Reactant: [N+:1]([C:4]1[N:5]=[C:6]2[N:11]([CH:12]=1)[CH2:10][C@H:9]([OH:13])[CH2:8][O:7]2)([O-:3])=[O:2].Cl.[Br:15][C:16]1[CH:17]=[N:18][CH:19]=[C:20]([CH2:22]Cl)[CH:21]=1.[H-].[Na+]. Product: [Br:15][C:16]1[CH:21]=[C:20]([CH2:22][O:13][C@@H:9]2[CH2:8][O:7][C:6]3=[N:5][C:4]([N+:1]([O-:3])=[O:2])=[CH:12][N:11]3[CH2:10]2)[CH:19]=[N:18][CH:17]=1. The catalyst class is: 3. (3) Reactant: [NH2:1][C:2]1[CH:10]=[CH:9][C:5]([C:6]([OH:8])=[O:7])=[C:4]([CH3:11])[C:3]=1[N+:12]([O-:14])=[O:13].O1CCC[CH2:16]1.C[Si](C=[N+]=[N-])(C)C. Product: [NH2:1][C:2]1[CH:10]=[CH:9][C:5]([C:6]([O:8][CH3:16])=[O:7])=[C:4]([CH3:11])[C:3]=1[N+:12]([O-:14])=[O:13]. The catalyst class is: 5. (4) Reactant: C([O:8][C:9]1[CH:14]=[CH:13][C:12]([N:15]2[C:19]3=[N:20][CH:21]=[CH:22][CH:23]=[C:18]3[C:17](=[O:24])[N:16]2[CH3:25])=[CH:11][CH:10]=1)C1C=CC=CC=1.S(=O)(=O)(O)O. Product: [OH:8][C:9]1[CH:10]=[CH:11][C:12]([N:15]2[C:19]3=[N:20][CH:21]=[CH:22][CH:23]=[C:18]3[C:17](=[O:24])[N:16]2[CH3:25])=[CH:13][CH:14]=1. The catalyst class is: 801. (5) Product: [Cl:20][C:4]1[N:3]=[C:2]2[C:7]([C:8](=[O:9])[C:10]([C:11]([O:13][CH2:14][CH3:15])=[O:12])=[CH:16][N:17]2[CH2:19][CH2:23][C:22]#[N:21])=[CH:6][CH:5]=1. Reactant: Cl[C:2]1[C:7]([C:8](/[C:10](=[CH:16]/[N:17]([CH3:19])C)/[C:11]([O:13][CH2:14][CH3:15])=[O:12])=[O:9])=[CH:6][CH:5]=[C:4]([Cl:20])[N:3]=1.[NH2:21][CH2:22][CH2:23]C#N. The catalyst class is: 621. (6) Reactant: [CH:1]1[N:5]([CH2:6][O:7]CCO)[C:4]2N=C(N)N=C(O)[C:3]=2[N:2]=1. Product: [C:6]([N:5]1[CH:4]=[CH:3][N:2]=[CH:1]1)([N:2]1[CH:3]=[CH:4][N:5]=[CH:1]1)=[O:7]. The catalyst class is: 7. (7) Reactant: Cl[C:2]1[N:11]=[CH:10][C:9]2[N:8]([CH3:12])[C:7](=[O:13])[CH2:6][N:5]([CH:14]([CH3:16])[CH3:15])[C:4]=2[N:3]=1.[NH2:17][C:18]1[CH:19]=[C:20]([S:24]([CH2:27][CH2:28][OH:29])(=[O:26])=[O:25])[CH:21]=[CH:22][CH:23]=1. Product: [OH:29][CH2:28][CH2:27][S:24]([C:20]1[CH:19]=[C:18]([NH:17][C:2]2[N:11]=[CH:10][C:9]3[N:8]([CH3:12])[C:7](=[O:13])[CH2:6][N:5]([CH:14]([CH3:16])[CH3:15])[C:4]=3[N:3]=2)[CH:23]=[CH:22][CH:21]=1)(=[O:25])=[O:26]. The catalyst class is: 4.